From a dataset of Forward reaction prediction with 1.9M reactions from USPTO patents (1976-2016). Predict the product of the given reaction. (1) Given the reactants CC1(C)OB([C:7]2[CH:8]=[N:9][C:10]([C:13]([F:16])([F:15])[F:14])=[N:11][CH:12]=2)OC1(C)C.Cl[C:21]1[CH:26]=[C:25]([C:27]([O:29][CH3:30])=[O:28])[C:24]([Cl:31])=[CH:23][N:22]=1.C(=O)([O-])[O-].[K+].[K+].O, predict the reaction product. The product is: [Cl:31][C:24]1[C:25]([C:27]([O:29][CH3:30])=[O:28])=[CH:26][C:21]([C:7]2[CH:12]=[N:11][C:10]([C:13]([F:14])([F:15])[F:16])=[N:9][CH:8]=2)=[N:22][CH:23]=1. (2) Given the reactants [CH:1]1([CH2:4][N:5]([CH2:24][CH2:25][CH3:26])[C:6]2[N:11]=[CH:10][N:9]=[C:8]([C:12]([NH:14][C:15]3[CH:20]=[CH:19][C:18](C=O)=[CH:17][C:16]=3[CH3:23])=[O:13])[CH:7]=2)[CH2:3][CH2:2]1.Cl.[CH3:28][NH:29][CH2:30][C:31]([O:33][C:34]([CH3:37])([CH3:36])[CH3:35])=[O:32].[C:38](=O)([O-])[O-].C(O[BH-](OC(=O)C)OC(=O)C)(=O)C, predict the reaction product. The product is: [CH:1]1([CH2:4][N:5]([CH2:24][CH2:25][CH3:26])[C:6]2[N:11]=[CH:10][N:9]=[C:8]([C:12]([NH:14][C:15]3[CH:20]=[CH:19][C:18]([CH2:28][N:29]([CH3:38])[CH2:30][C:31]([O:33][C:34]([CH3:37])([CH3:36])[CH3:35])=[O:32])=[CH:17][C:16]=3[CH3:23])=[O:13])[CH:7]=2)[CH2:3][CH2:2]1.